Dataset: Reaction yield outcomes from USPTO patents with 853,638 reactions. Task: Predict the reaction yield, written as a fraction of the theoretical maximum amount of product (1.0 means a 100% yield; for example, 0.34 means a 34% yield). (1) The reactants are Cl.[Br:2][C:3]1[CH:4]=[C:5]([Cl:11])[C:6]([CH2:9][NH2:10])=[N:7][CH:8]=1.[C:12]1(=O)[O:17][C:15](=[O:16])[C:14]2=[CH:18][CH:19]=[CH:20][CH:21]=[C:13]12. The catalyst is C1(C)C=CC=CC=1. The product is [Br:2][C:3]1[CH:4]=[C:5]([Cl:11])[C:6]([CH2:9][N:10]2[C:15](=[O:16])[C:14]3[C:13](=[CH:21][CH:20]=[CH:19][CH:18]=3)[C:12]2=[O:17])=[N:7][CH:8]=1. The yield is 0.650. (2) The reactants are [Cl:1][C:2]1[C:3]2[CH2:4][C:5]3[CH2:9][N:8]([C@@H:10]([CH2:14][CH:15]4[CH2:20][CH2:19][CH2:18][CH2:17][CH2:16]4)[C:11]([OH:13])=O)[C:7](=[O:21])[C:6]=3[O:22][C:23]=2[CH:24]=[CH:25][CH:26]=1.[NH2:27][C:28]1[CH:33]=[CH:32][CH:31]=[CH:30][N:29]=1.ON1C2C=CC=CC=2N=N1. The catalyst is C(Cl)Cl.O. The product is [Cl:1][C:2]1[C:3]2[CH2:4][C:5]3[CH2:9][N:8]([C@@H:10]([CH2:14][CH:15]4[CH2:20][CH2:19][CH2:18][CH2:17][CH2:16]4)[C:11]([NH:27][C:28]4[CH:33]=[CH:32][CH:31]=[CH:30][N:29]=4)=[O:13])[C:7](=[O:21])[C:6]=3[O:22][C:23]=2[CH:24]=[CH:25][CH:26]=1. The yield is 0.208. (3) The reactants are [Cl:1][C:2]1[N:11]=[C:10](Cl)[C:9]2[CH2:8][CH2:7][CH2:6][CH:5]([C:13]3[CH:18]=[CH:17][C:16]([F:19])=[CH:15][CH:14]=3)[C:4]=2[N:3]=1.[CH3:20][NH:21][CH3:22]. The catalyst is CO. The product is [Cl:1][C:2]1[N:11]=[C:10]([N:21]([CH3:22])[CH3:20])[C:9]2[CH2:8][CH2:7][CH2:6][CH:5]([C:13]3[CH:18]=[CH:17][C:16]([F:19])=[CH:15][CH:14]=3)[C:4]=2[N:3]=1. The yield is 1.00. (4) The reactants are [H-].[Na+].[OH:3][CH:4]([CH2:8][S:9][CH3:10])[C:5]([OH:7])=[O:6].I[CH3:12]. The catalyst is CN(C=O)C. The product is [CH3:12][O:3][CH:4]([CH2:8][S:9][CH3:10])[C:5]([OH:7])=[O:6]. The yield is 0.457. (5) The reactants are [CH3:1][C:2]1[C:3]2[CH:14]=[CH:13][CH:12]=[CH:11][C:4]=2[S:5][C:6]=1[C:7]([O:9][CH3:10])=[O:8].[Br:15]N1C(=O)CCC1=O.N(C(C)(C)C#N)=NC(C)(C)C#N. The catalyst is C1C=CC=CC=1. The product is [Br:15][CH2:1][C:2]1[C:3]2[CH:14]=[CH:13][CH:12]=[CH:11][C:4]=2[S:5][C:6]=1[C:7]([O:9][CH3:10])=[O:8]. The yield is 0.820. (6) The reactants are [NH2:1][C:2]1[C:7]([C:8]2[CH:20]=[CH:19][C:11]([C:12]([O:14][C:15]([CH3:18])([CH3:17])[CH3:16])=[O:13])=[C:10]([F:21])[CH:9]=2)=[CH:6][C:5](B2OC(C)(C)C(C)(C)O2)=[CH:4][N:3]=1.FC(F)(F)S(O[C:37]1[CH2:41][N:40]([C:42]([O:44][C:45]([CH3:48])([CH3:47])[CH3:46])=[O:43])[C@H:39]([C:49]([O:51][CH3:52])=[O:50])[CH:38]=1)(=O)=O.C(=O)([O-])[O-].[Cs+].[Cs+]. The catalyst is C1COCC1.O.C1C=CC([P]([Pd]([P](C2C=CC=CC=2)(C2C=CC=CC=2)C2C=CC=CC=2)([P](C2C=CC=CC=2)(C2C=CC=CC=2)C2C=CC=CC=2)[P](C2C=CC=CC=2)(C2C=CC=CC=2)C2C=CC=CC=2)(C2C=CC=CC=2)C2C=CC=CC=2)=CC=1. The product is [NH2:1][C:2]1[N:3]=[CH:4][C:5]([C:37]2[CH2:41][N:40]([C:42]([O:44][C:45]([CH3:48])([CH3:47])[CH3:46])=[O:43])[C@H:39]([C:49]([O:51][CH3:52])=[O:50])[CH:38]=2)=[CH:6][C:7]=1[C:8]1[CH:20]=[CH:19][C:11]([C:12]([O:14][C:15]([CH3:18])([CH3:16])[CH3:17])=[O:13])=[C:10]([F:21])[CH:9]=1. The yield is 0.950. (7) The reactants are [Cl:1][C:2]1[CH:3]=[N+:4]([O-:27])[CH:5]=[C:6]([Cl:26])[C:7]=1[CH2:8][C@@H:9]([C:11]1[CH:16]=[CH:15][C:14]([O:17][CH:18]([F:20])[F:19])=[C:13]([O:21][CH2:22][CH:23]2[CH2:25][CH2:24]2)[CH:12]=1)[OH:10].[C:28]([O:32][C:33](=[O:38])[CH2:34][C:35](O)=[O:36])([CH3:31])([CH3:30])[CH3:29].C(Cl)CCl. The catalyst is CN(C1C=CN=CC=1)C.C(Cl)Cl. The product is [C:28]([O:32][C:33](=[O:38])[CH2:34][C:35]([O:10][C@H:9]([C:11]1[CH:16]=[CH:15][C:14]([O:17][CH:18]([F:20])[F:19])=[C:13]([O:21][CH2:22][CH:23]2[CH2:25][CH2:24]2)[CH:12]=1)[CH2:8][C:7]1[C:6]([Cl:26])=[CH:5][N+:4]([O-:27])=[CH:3][C:2]=1[Cl:1])=[O:36])([CH3:31])([CH3:30])[CH3:29]. The yield is 0.840. (8) The reactants are CN(C)CCO.[Li]CCCC.[N:12]1[CH:17]=[CH:16][C:15]([CH3:18])=[C:14]([CH3:19])[CH:13]=1.[I:20]I. The catalyst is CCCCCC.C1COCC1.O. The yield is 0.460. The product is [I:20][C:17]1[CH:16]=[C:15]([CH3:18])[C:14]([CH3:19])=[CH:13][N:12]=1.